From a dataset of Forward reaction prediction with 1.9M reactions from USPTO patents (1976-2016). Predict the product of the given reaction. (1) Given the reactants [Cl:1][C:2]1[CH:3]=[C:4]([CH3:15])[C:5]2[O:10][CH:9]([CH:11]([CH3:13])[CH3:12])[CH2:8][NH:7][C:6]=2[CH:14]=1.N1C=CC=CC=1.[CH2:22]([O:24][C:25](=[O:31])/[CH:26]=[CH:27]/[C:28](Cl)=[O:29])[CH3:23], predict the reaction product. The product is: [CH2:22]([O:24][C:25](=[O:31])/[CH:26]=[CH:27]/[C:28]([N:7]1[C:6]2[CH:14]=[C:2]([Cl:1])[CH:3]=[C:4]([CH3:15])[C:5]=2[O:10][CH:9]([CH:11]([CH3:12])[CH3:13])[CH2:8]1)=[O:29])[CH3:23]. (2) Given the reactants [Br:1][C:2]1[CH:3]=[C:4]([NH2:9])[C:5]([NH2:8])=[N:6][CH:7]=1.[C:10](O)(=O)[CH3:11], predict the reaction product. The product is: [Br:1][C:2]1[CH:3]=[C:4]2[N:9]=[C:10]([CH3:11])[NH:8][C:5]2=[N:6][CH:7]=1. (3) The product is: [CH:1]([C:4]1[CH:5]=[CH:6][C:7]([C:10]2[CH:15]=[CH:14][N:13]=[C:12]([C:16]3[CH:17]=[C:18]([CH:24]=[CH:25][CH:26]=3)[C:19]([OH:21])=[O:20])[CH:11]=2)=[CH:8][CH:9]=1)([CH3:3])[CH3:2]. Given the reactants [CH:1]([C:4]1[CH:9]=[CH:8][C:7]([C:10]2[CH:15]=[CH:14][N:13]=[C:12]([C:16]3[CH:17]=[C:18]([CH:24]=[CH:25][CH:26]=3)[C:19]([O:21]CC)=[O:20])[CH:11]=2)=[CH:6][CH:5]=1)([CH3:3])[CH3:2].O.[OH-].[Li+], predict the reaction product. (4) Given the reactants [F:1][C:2]1[CH:7]=[CH:6][CH:5]=[C:4]([O:8][C:9]([F:12])([F:11])[F:10])[CH:3]=1.[Li]CCCC.C1C[O:21][CH2:20]C1, predict the reaction product. The product is: [F:1][C:2]1[CH:7]=[CH:6][C:5]([CH:20]=[O:21])=[C:4]([O:8][C:9]([F:10])([F:11])[F:12])[CH:3]=1.